From a dataset of Forward reaction prediction with 1.9M reactions from USPTO patents (1976-2016). Predict the product of the given reaction. (1) Given the reactants [CH:1]12[NH:10][CH:5]([CH2:6][C:7](=[O:9])[CH2:8]1)[CH2:4][O:3][CH2:2]2.CCN(CC)CC.[Cl:18][C:19]1[CH:24]=[CH:23][C:22]([S:25](Cl)(=[O:27])=[O:26])=[CH:21][CH:20]=1, predict the reaction product. The product is: [Cl:18][C:19]1[CH:24]=[CH:23][C:22]([S:25]([N:10]2[CH:5]3[CH2:6][C:7](=[O:9])[CH2:8][CH:1]2[CH2:2][O:3][CH2:4]3)(=[O:27])=[O:26])=[CH:21][CH:20]=1. (2) Given the reactants Br[C:2]1[CH:7]=[N:6][C:5]2=[C:8]([NH:11][CH2:12][CH:13]([OH:16])[CH2:14][OH:15])[S:9][N:10]=[C:4]2[CH:3]=1.[CH3:17][O:18][C:19]1[CH:20]=[C:21](B(O)O)[CH:22]=[CH:23][C:24]=1[O:25][CH3:26].C([O-])([O-])=O.[K+].[K+], predict the reaction product. The product is: [CH3:17][O:18][C:19]1[CH:20]=[C:21]([C:2]2[CH:7]=[N:6][C:5]3=[C:8]([NH:11][CH2:12][CH:13]([OH:16])[CH2:14][OH:15])[S:9][N:10]=[C:4]3[CH:3]=2)[CH:22]=[CH:23][C:24]=1[O:25][CH3:26]. (3) Given the reactants [F:1][C:2]1[CH:3]=[CH:4][C:5]([O:20][CH3:21])=[C:6]([C:8]([CH3:19])([CH3:18])[CH2:9][C:10]([OH:17])([C:13]([F:16])([F:15])[F:14])[CH:11]=O)[CH:7]=1.[NH2:22][C:23]1[CH:32]=[C:31]([F:33])[CH:30]=[C:29]2[C:24]=1[CH:25]=[N:26][C:27]([CH3:34])=[N:28]2.O, predict the reaction product. The product is: [F:1][C:2]1[CH:3]=[CH:4][C:5]([O:20][CH3:21])=[C:6]([C:8]([CH3:19])([CH3:18])[CH2:9][C:10]([C:13]([F:15])([F:14])[F:16])([OH:17])[CH:11]=[N:22][C:23]2[CH:32]=[C:31]([F:33])[CH:30]=[C:29]3[C:24]=2[CH:25]=[N:26][C:27]([CH3:34])=[N:28]3)[CH:7]=1. (4) Given the reactants Cl[C:2]1[N:3]=[CH:4][C:5]([C:8]([O:10][CH3:11])=[O:9])=[N:6][CH:7]=1.[O:12]1[CH:16]=[CH:15][N:14]=[C:13]1[CH2:17][OH:18].C(=O)([O-])[O-].[Cs+].[Cs+], predict the reaction product. The product is: [O:12]1[CH:16]=[CH:15][N:14]=[C:13]1[CH2:17][O:18][C:2]1[N:3]=[CH:4][C:5]([C:8]([O:10][CH3:11])=[O:9])=[N:6][CH:7]=1. (5) Given the reactants [Cl:1][C:2]1[N:3]=[C:4]([N:11]2[CH2:16][CH2:15][O:14][CH2:13][CH2:12]2)[C:5]2[CH:10]=[CH:9][S:8][C:6]=2[N:7]=1.[Li]CCCC.CN([CH:25]=[O:26])C.Cl, predict the reaction product. The product is: [Cl:1][C:2]1[N:3]=[C:4]([N:11]2[CH2:16][CH2:15][O:14][CH2:13][CH2:12]2)[C:5]2[CH:10]=[C:9]([CH:25]=[O:26])[S:8][C:6]=2[N:7]=1. (6) Given the reactants NC1N(C2C=CC=CC=2)N=C([C:13]2[CH:14]=[CH:15][C:16](=[O:20])[N:17]([CH3:19])[CH:18]=2)C=1C.FC(F)(F)S(O[C:28]1[C:32]([CH3:33])=[C:31]([NH2:34])[N:30]([C:35]2[CH:40]=[CH:39][CH:38]=[CH:37][CH:36]=2)[N:29]=1)(=O)=O.CN1C=C(B2OC(C)(C)C(C)(C)O2)C=CC1=O.CN1C=CC(B2OC(C)(C)C(C)(C)O2)=CC1=O, predict the reaction product. The product is: [NH2:34][C:31]1[N:30]([C:35]2[CH:40]=[CH:39][CH:38]=[CH:37][CH:36]=2)[N:29]=[C:28]([C:14]2[CH:13]=[CH:18][N:17]([CH3:19])[C:16](=[O:20])[CH:15]=2)[C:32]=1[CH3:33].